From a dataset of Full USPTO retrosynthesis dataset with 1.9M reactions from patents (1976-2016). Predict the reactants needed to synthesize the given product. (1) Given the product [CH2:1]([C:5]1[N:6]([O:18][CH3:19])[C:7]2[C:16]3[CH:15]=[CH:14][CH:13]=[CH:12][C:11]=3[N:10]=[C:9]([NH2:24])[C:8]=2[N:17]=1)[CH2:2][CH2:3][CH3:4], predict the reactants needed to synthesize it. The reactants are: [CH2:1]([C:5]1[N:6]([O:18][CH3:19])[C:7]2[C:16]3[CH:15]=[CH:14][CH:13]=[CH:12][C:11]=3[N:10]=[CH:9][C:8]=2[N:17]=1)[CH2:2][CH2:3][CH3:4].ClC(Cl)(Cl)C([N:24]=C=O)=O.C[O-].[Na+]. (2) Given the product [Br:16][C:13]1[CH:14]=[CH:15][C:10]([OH:9])=[C:11]([C:25]([C:27]2[CH:14]=[CH:15][CH:10]=[CH:11][CH:12]=2)=[O:26])[CH:12]=1, predict the reactants needed to synthesize it. The reactants are: C([O:9][C:10]1[CH:15]=[CH:14][C:13]([Br:16])=[CH:12][CH:11]=1)(=O)C1C=CC=CC=1.[Cl-].[Cl-].[Cl-].[Al+3].Cl.CCO[C:25]([CH3:27])=[O:26].